From a dataset of Human Reference Interactome with 51,813 positive PPI pairs across 8,248 proteins, plus equal number of experimentally-validated negative pairs. Binary Classification. Given two protein amino acid sequences, predict whether they physically interact or not. (1) Result: 0 (the proteins do not interact). Protein 1 (ENSG00000090512) has sequence MGLLLPLALCILVLCCGAMSPPQLALNPSALLSRGCNDSDVLAVAGFALRDINKDRKDGYVLRLNRVNDAQEYRRGGLGSLFYLTLDVLETDCHVLRKKAWQDCGMRIFFESVYGQCKAIFYMNNPSRVLYLAAYNCTLRPVSKKKIYMTCPDCPSSIPTDSSNHQVLEAATESLAKYNNENTSKQYSLFKVTRASSQWVVGPSYFVEYLIKESPCTKSQASSCSLQSSDSVPVGLCKGSLTRTHWEKFVSVTCDFFESQAPATGSENSAVNQKPTNLPKVEESQQKNTPPTDSPSKAGP.... Protein 2 (ENSG00000151229) has sequence MSRKASENVEYTLRSLSSLMGERRRKQPEPDAASAAGECSLLAAAESSTSLQSAGAGGGGVGDLERAARRQFQQDETPAFVYVVAVFSALGGFLFGYDTGVVSGAMLLLKRQLSLDALWQELLVSSTVGAAAVSALAGGALNGVFGRRAAILLASALFTAGSAVLAAANNKETLLAGRLVVGLGIGIASMTVPVYIAEVSPPNLRGRLVTINTLFITGGQFFASVVDGAFSYLQKDGWRYMLGLAAVPAVIQFFGFLFLPESPRWLIQKGQTQKARRILSQMRGNQTIDEEYDSIKNNIE.... (2) Protein 2 (ENSG00000151967) has sequence MVHQDNCSYQAQKNERESIRQKLALGSFFDDGPGIYTSCSKSGKPSLSSRLQSGMNLQICFVNDSGSDKDSDADDSKTETSLDTPLSPMSKQSSSYSDRDTTEEESESLDDMDFLTRQKKLQAEAKMALAMAKPMAKMQVEVEKQNRKKSPVADLLPHMPHISECLMKRSLKPTDLRDMTIGQLQVIVNDLHSQIESLNEELVQLLLIRDELHTEQDAMLVDIEDLTRHAESQQKHMAEKMPAK*MVHQDNCSYQAQKNERESIRQKLALGSFFDDGPGIYTSCSKSGKPSLSSRLE*MN.... Result: 0 (the proteins do not interact). Protein 1 (ENSG00000165209) has sequence MVKHSTIYPSPEELEAVQNMVSTVECALKHVSDWLDETNKGTKTEGETEVKKDEAGENYSKDQGGRTLCGVMRIGLVAKGLLIKDDMDLELVLMCKDKPTETLLNTVKDNLPIQIQKLTEEKYQVEQCVNEASIIIRNTKEPTLTLKVILTSPLIRDELEKKDGENVSMKDPPDLLDRQKCLNALASLRHAKWFQARANGLKSCVIVLRILRDLCNRVPTWAPLKGWPLELICEKSIGTCNRPLGAGEALRRVMECLASGILLPGGPGLHDPCERDPTDALSYMTIQQKEDITHSAQHAL.... (3) Protein 1 (ENSG00000106144) has sequence MAAPSAGSWSTFQHKELMAADRGRRILGVCGMHPHHQETLKKNRVVLAKQLLLSELLEHLLEKDIITLEMRELIQAKVGSFSQNVELLNLLPKRGPQAFDAFCEALRETKQGHLEDMLLTTLSGLQHVLPPLSCDYDLSLPFPVCESCPLYKKLRLSTDTVEHSLDNKDGPVCLQVKPCTPEFYQTHFQLAYRLQSRPRGLALVLSNVHFTGEKELEFRSGGDVDHSTLVTLFKLLGYDVHVLCDQTAQEMQEKLQNFAQLPAHRVTDSCIVALLSHGVEGAIYGVDGKLLQLQEVFQLF.... Protein 2 (ENSG00000131791) has sequence MGNTTSDRVSGERHGAKAARSEGAGGHAPGKEHKIMVGSTDDPSVFSLPDSKLPGDKEFVSWQQDLEDSVKPTQQARPTVIRWSEGGKEVFISGSFNNWSTKIPLIKSHNDFVAILDLPEGEHQYKFFVDGQWVHDPSEPVVTSQLGTINNLIHVKKSDFEVFDALKLDSMESSETSCRDLSSSPPGPYGQEMYAFRSEERFKSPPILPPHLLQVILNKDTNISCDPALLPEPNHVMLNHLYALSIKDSVMVLSATHRYKKKYVTTLLYKPI*. Result: 1 (the proteins interact). (4) Protein 1 (ENSG00000269699) has sequence MYQPEDDNNSDVTSDDDMTRNRRESSPPHSVHSFSGDRDWDRRGRSRDMEPRDRWSHTRNPRSRMPPRDLSLPVVAKTSFEMDREDDRDSRAYESRSQDAESYQNVVDLAEDRKPHNTIQDNMENYRKLLSLGFLAQDSVPAEKRNTEMLDNLPSAGSQFPDFKHLGTFLVFEELVTFEDVLVDFSPEELSSLSAAQRNLYREVMLENYRNLVSLGHQFSKPDIISRLEEEESYAMETDSRHTVICQGESHDDPLEPHQGNQEKLLTPITMNDPKTLTPERSYGSDEFERSSNLSKQSKD.... Protein 2 (ENSG00000095906) has sequence MEAAAEPGNLAGVRHIILVLSGKGGVGKSTISTELALALRHAGKKVGILDVDLCGPSIPRMLGAQGRAVHQCDRGWAPVFLDREQSISLMSVGFLLEKPDEAVVWRGPKKNALIKQFVSDVAWGELDYLVVDTPPGTSDEHMATIEALRPYQPLGALVVTTPQAVSVGDVRRELTFCRKTGLRVMGIVENMSGFTCPHCTECTSVFSRGGGEELAQLAGVPFLGSVPLDPALMRTLEEGHDFIQEFPGSPAFAALTSIAQKILDATPACLP*MEAAAEPGNLAGVRHIILVLSGKGGVGK.... Result: 0 (the proteins do not interact). (5) Result: 0 (the proteins do not interact). Protein 2 (ENSG00000163792) has sequence MSQRKARGPPAMPGVGHSQTQAKARLLPGADRKRSRLSRTRQDPWEERSWSNQRWSRATPGPRGTRAGGLALGRSEASPENAARERSRVRTLRQAFLALQAALPAVPPDTKLSKLDVLVLAASYIAHLTRTLGHELPGPAWPPFLRGLRYLHPLKKWPMRSRLYAGGLGYSDLDSTTASTPSQRTRDAEVGSQVPGEADALLSTTPLSPALGDK*. Protein 1 (ENSG00000106078) has sequence MDAPRASAAKPPTGRKMKARAPPPPGKAATLHVHSDQKPPHDGALGSQQNLVRMKEALRASTMDVTVVLPSGLEKRSVLNGSHAMMDLLVELCLQNHLNPSHHALEIRSSETQQPLSFKPNTLIGTLNVHTVFLKEKVPEEKVKPGPPKVPEKSVRLVVNYLRTQKAVVRVSPEVPLQNILPVICAKCEVSPEHVVLLRDNIAGEELELSKSLNELGIKELYAWDNRRETFRKSSLGNDETDKEKKKFLGFFKVNKRSNSKGCLTTPNSPSMHSRSLTLGPSLSLGSISGVSVKSEMKKR.... (6) Protein 1 (ENSG00000091073) has sequence MAMAPSPSLVQVYTSPAAVAVWEWQDGLGTWHPYSATVCSFIEQQFVQQKGQRFGLGSLAHSIPLGQADPSLAPYIIDLPSWTQFRQDTGTMRAVRRHLFPQHSAPGRGVVWEWLSDDGSWTAYEASVCDYLEQQVARGNQLVDLAPLGYNYTVNYTTHTQTNKTSSFCRSVRRQAGPPYPVTTIIAPPGHTGVACSCHQCLSGSRTGPVSGRYRHSMTNLPAYPVPQHPPHRTASVFGTHQAFAPYNKPSLSGARSAPRLNTTNAWGAAPPSLGSQPLYRSSLSHLGPQHLPPGSSTSG.... Protein 2 (ENSG00000142619) has sequence MSLQRIVRVSLEHPTSAVCVAGVETLVDIYGSVPEGTEMFEVYGTPGVDIYISPNMERGRERADTRRWRFDATLEIIVVMNSPSNDLNDSHVQISYHSSHEPLPLAYAVLYLTCVDISLDCDLNCEGRQDRNFVDKRQWVWGPSGYGGILLVNCDRDDPSCDVQDNCDQHVHCLQDLEDMSVMVLRTQGPAALFDDHKLVLHTSSYDAKRAQVFHICGPEDVCEAYRHVLGQDKVSYEVPRLHGDEERFFVEGLSFPDAGFTGLISFHVTLLDDSNEDFSASPIFTDTVVFRVAPWIMTP.... Result: 0 (the proteins do not interact). (7) Protein 1 (ENSG00000148688) has sequence MAVFADLDLRAGSDLKALRGLVETAAHRELPRLRAWPTSCHPDHRATLRIGYSVVAINHIVDFKEKKQEIEKPVAVSELFTTLPIVQGKSRPIKILTRLTIIVSDPSHCNVLRATSSRARLYDVVAVFPKTEKLFHIACTHLDVDLVCITVTEKLPFYFKRPPINVAIDRGLAFELVYSPAIKDSTMRRYTISSALNLMQICKGKNVIISSAAERPLEIRGPYDVANLGLLFGLSESDAKAAVSTNCRAALLHGMAVFADLDLRAGSDLKALRGLVETAAHLGYSVVAINHIVDFKEKKQ.... Result: 0 (the proteins do not interact). Protein 2 (ENSG00000141542) has sequence MDRLWRPSKVLSLQDLCCRAVVSCTPVHLVDKLPLPIALRSHLKSFSMANGLNARMMHGGSYSLTTSSTHKRSSLRKVKLVRPPQSPPKNCTRNSCKIS*MSALGSPVRAYDFLLKFLLVGDSDVGKGEILASLQDGAAESPYGHPAGIDYKTTTILLDGRRVKLQLWDTSGQGRFCTIFRSYSRGAQGVILVYDIANRWSFDGIDRWIKEIDESRSRSWPGSCCCGMGWTGSGGRARC*MSALGSPVRAYDFLLKFLLVGDSDVGKGEILASLQDGAAESPYGHPAGIDYKTTTILLDG....